The task is: Predict the reaction yield, written as a fraction of the theoretical maximum amount of product (1.0 means a 100% yield; for example, 0.34 means a 34% yield).. This data is from Reaction yield outcomes from USPTO patents with 853,638 reactions. (1) The reactants are [NH:1]1[CH2:4][CH:3]([N:5]([CH3:33])[CH2:6][CH2:7][N:8]2[C:13]3[N:14]=[C:15]([NH:18][CH3:19])[N:16]=[CH:17][C:12]=3[CH:11]=[C:10]([C:20]3[C:25]([Cl:26])=[C:24]([O:27][CH3:28])[CH:23]=[C:22]([O:29][CH3:30])[C:21]=3[Cl:31])[C:9]2=[O:32])[CH2:2]1.[C:34](Cl)(=[O:37])[CH:35]=[CH2:36].CO. The catalyst is C(Cl)Cl. The product is [C:34]([N:1]1[CH2:2][CH:3]([N:5]([CH3:33])[CH2:6][CH2:7][N:8]2[C:13]3[N:14]=[C:15]([NH:18][CH3:19])[N:16]=[CH:17][C:12]=3[CH:11]=[C:10]([C:20]3[C:25]([Cl:26])=[C:24]([O:27][CH3:28])[CH:23]=[C:22]([O:29][CH3:30])[C:21]=3[Cl:31])[C:9]2=[O:32])[CH2:4]1)(=[O:37])[CH:35]=[CH2:36]. The yield is 0.360. (2) The reactants are [H-].[Na+].[CH2:3]([O:10][C:11]1[C:16]([C:17]2[NH:18][C:19]3[C:24]([C:25]=2[CH:26]2[CH2:31][CH2:30][CH2:29][CH2:28][CH2:27]2)=[CH:23][CH:22]=[C:21]([C:32]([O:34][CH3:35])=[O:33])[CH:20]=3)=[CH:15][CH:14]=[CH:13][N:12]=1)[C:4]1[CH:9]=[CH:8][CH:7]=[CH:6][CH:5]=1.Br[CH2:37][CH2:38][O:39][CH2:40][C:41]1[CH:46]=[CH:45][CH:44]=[CH:43][CH:42]=1. The catalyst is CN(C=O)C. The product is [CH2:40]([O:39][CH2:38][CH2:37][N:18]1[C:19]2[C:24](=[CH:23][CH:22]=[C:21]([C:32]([O:34][CH3:35])=[O:33])[CH:20]=2)[C:25]([CH:26]2[CH2:31][CH2:30][CH2:29][CH2:28][CH2:27]2)=[C:17]1[C:16]1[C:11]([O:10][CH2:3][C:4]2[CH:5]=[CH:6][CH:7]=[CH:8][CH:9]=2)=[N:12][CH:13]=[CH:14][CH:15]=1)[C:41]1[CH:46]=[CH:45][CH:44]=[CH:43][CH:42]=1. The yield is 0.490.